The task is: Predict the reaction yield, written as a fraction of the theoretical maximum amount of product (1.0 means a 100% yield; for example, 0.34 means a 34% yield).. This data is from Reaction yield outcomes from USPTO patents with 853,638 reactions. (1) The reactants are [F:1][C@@H:2]1[C@@H:7]([O:8][C:9]2[CH:14]=[CH:13][C:12]([N+:15]([O-])=O)=[CH:11][C:10]=2[C:18]([F:21])([F:20])[F:19])[CH2:6][CH2:5][N:4]([C:22]([O:24][C:25]([CH3:28])([CH3:27])[CH3:26])=[O:23])[CH2:3]1. The catalyst is CCO.[Pd]. The product is [NH2:15][C:12]1[CH:13]=[CH:14][C:9]([O:8][C@H:7]2[CH2:6][CH2:5][N:4]([C:22]([O:24][C:25]([CH3:28])([CH3:27])[CH3:26])=[O:23])[CH2:3][C@@H:2]2[F:1])=[C:10]([C:18]([F:21])([F:19])[F:20])[CH:11]=1. The yield is 0.640. (2) The yield is 0.880. The product is [NH:8]1[CH2:9][CH2:10][CH:11]([CH2:14][N:15]2[CH2:16][CH2:17][CH:18]([CH2:21][NH:22][C:23]([C:25]3[C:33]4[N:32]=[C:31]([C:34]([CH3:37])([CH3:36])[CH3:35])[NH:30][C:29]=4[CH:28]=[CH:27][CH:26]=3)=[O:24])[CH2:19][CH2:20]2)[CH2:12][CH2:13]1. The reactants are C(OC([N:8]1[CH2:13][CH2:12][CH:11]([CH2:14][N:15]2[CH2:20][CH2:19][CH:18]([CH2:21][NH:22][C:23]([C:25]3[C:33]4[N:32]=[C:31]([C:34]([CH3:37])([CH3:36])[CH3:35])[NH:30][C:29]=4[CH:28]=[CH:27][CH:26]=3)=[O:24])[CH2:17][CH2:16]2)[CH2:10][CH2:9]1)=O)(C)(C)C.FC(F)(F)C(O)=O. The catalyst is ClCCl. (3) The reactants are O1C2C=CC=CC=2C=C1C=O.[CH3:12][O:13][C:14]([C@@H:16]1[CH2:28][C:27]2[C:26]3[C:21](=[CH:22][CH:23]=[CH:24][CH:25]=3)[NH:20][C:19]=2[C@H:18]([C:29]2[O:30][C:31]3[CH:37]=[CH:36][CH:35]=[CH:34][C:32]=3[CH:33]=2)[NH:17]1)=[O:15]. No catalyst specified. The product is [CH3:12][O:13][C:14]([C@@H:16]1[CH2:28][C:27]2[C:26]3[C:21](=[CH:22][CH:23]=[CH:24][CH:25]=3)[NH:20][C:19]=2[C@H:18]([C:29]2[O:30][C:31]3[CH:37]=[CH:36][CH:35]=[CH:34][C:32]=3[CH:33]=2)[NH:17]1)=[O:15].[CH3:12][O:13][C:14]([C@@H:16]1[CH2:28][C:27]2[C:26]3[C:21](=[CH:22][CH:23]=[CH:24][CH:25]=3)[NH:20][C:19]=2[C@@H:18]([C:29]2[O:30][C:31]3[CH:37]=[CH:36][CH:35]=[CH:34][C:32]=3[CH:33]=2)[NH:17]1)=[O:15]. The yield is 0.560.